From a dataset of Forward reaction prediction with 1.9M reactions from USPTO patents (1976-2016). Predict the product of the given reaction. (1) Given the reactants [NH2:1][C:2]1[C:15]([O:16][CH3:17])=[CH:14][C:5]2[N:6]([CH2:12][CH3:13])[C:7](=[O:11])[CH2:8][CH2:9][CH2:10][C:4]=2[CH:3]=1.Cl[C:19]1[N:24]=[C:23]([NH:25][C@@H:26]2[C@@H:31]3[CH2:32][C@@H:28]([CH:29]=[CH:30]3)[C@@H:27]2[C:33]([NH2:35])=[O:34])[C:22]([Cl:36])=[CH:21][N:20]=1, predict the reaction product. The product is: [Cl:36][C:22]1[C:23]([NH:25][C@@H:26]2[C@@H:31]3[CH2:32][C@@H:28]([CH:29]=[CH:30]3)[C@@H:27]2[C:33]([NH2:35])=[O:34])=[N:24][C:19]([NH:1][C:2]2[C:15]([O:16][CH3:17])=[CH:14][C:5]3[N:6]([CH2:12][CH3:13])[C:7](=[O:11])[CH2:8][CH2:9][CH2:10][C:4]=3[CH:3]=2)=[N:20][CH:21]=1. (2) Given the reactants [C:1]1([C:9]2[CH:14]=[CH:13][CH:12]=[CH:11][CH:10]=2)[CH:6]=[CH:5][C:4]([CH:7]=O)=[CH:3][CH:2]=1.[C@@H:15]1([NH2:25])[C:24]2[C:19](=[CH:20][CH:21]=[CH:22][CH:23]=2)[CH2:18][CH2:17][CH2:16]1, predict the reaction product. The product is: [C:1]1([C:9]2[CH:14]=[CH:13][CH:12]=[CH:11][CH:10]=2)[CH:6]=[CH:5][C:4]([CH2:7][NH:25][C@@H:15]2[C:24]3[C:19](=[CH:20][CH:21]=[CH:22][CH:23]=3)[CH2:18][CH2:17][CH2:16]2)=[CH:3][CH:2]=1. (3) The product is: [CH3:11][C:4]1[CH:5]=[C:6]([C:8]#[C:9][CH3:10])[CH:7]=[C:2]([CH3:1])[C:3]=1[CH:12]1[C:16](=[O:17])[CH2:15][CH:14]([CH2:19][C:20]2[N:25]=[C:24]([NH:26][CH3:27])[C:23]([C:28]#[N:29])=[CH:22][CH:21]=2)[C:13]1=[O:30]. Given the reactants [CH3:1][C:2]1[CH:7]=[C:6]([C:8]#[C:9][CH3:10])[CH:5]=[C:4]([CH3:11])[C:3]=1[C:12]1[C:13](=[O:30])[CH:14]([CH2:19][C:20]2[N:25]=[C:24]([NH:26][CH3:27])[C:23]([C:28]#[N:29])=[CH:22][CH:21]=2)[CH2:15][C:16]=1[O:17]C.Cl, predict the reaction product. (4) Given the reactants [C:1]([O:5][C:6]([NH:8][C@@H:9]1[CH2:11][C@H:10]1[C:12]1[CH:13]=[CH:14][C:15]([F:21])=[C:16]([CH:20]=1)[C:17]([OH:19])=O)=[O:7])([CH3:4])([CH3:3])[CH3:2].[CH3:22][C:23]1[S:27][C:26]([NH2:28])=[N:25][N:24]=1.C(N(CC)CC)C.CN(C(ON1N=NC2C=CC=NC1=2)=[N+](C)C)C.F[P-](F)(F)(F)(F)F, predict the reaction product. The product is: [F:21][C:15]1[CH:14]=[CH:13][C:12]([C@@H:10]2[CH2:11][C@H:9]2[NH:8][C:6](=[O:7])[O:5][C:1]([CH3:2])([CH3:3])[CH3:4])=[CH:20][C:16]=1[C:17](=[O:19])[NH:28][C:26]1[S:27][C:23]([CH3:22])=[N:24][N:25]=1. (5) Given the reactants C(OP([CH2:9][C:10]#[N:11])(=O)OCC)C.[H-].[Na+].[CH3:14][S:15]([N:18]1[C:22]2=[N:23][CH:24]=[CH:25][CH:26]=[C:21]2[C:20](=O)[CH2:19]1)(=[O:17])=[O:16], predict the reaction product. The product is: [CH3:14][S:15]([N:18]1[C:22]2=[N:23][CH:24]=[CH:25][CH:26]=[C:21]2[C:20]([CH2:9][C:10]#[N:11])=[CH:19]1)(=[O:16])=[O:17]. (6) Given the reactants [NH2:1][C:2]1[CH:3]=[N:4][C:5]2[C:10]([C:11]=1[NH:12][CH2:13][CH2:14][C:15]([O:17][CH2:18][CH3:19])=[O:16])=[CH:9][CH:8]=[CH:7][CH:6]=2.[C:20](OC)(OC)(OC)[CH2:21][CH2:22][CH3:23], predict the reaction product. The product is: [CH2:21]([C:20]1[N:12]([CH2:13][CH2:14][C:15]([O:17][CH2:18][CH3:19])=[O:16])[C:11]2[C:10]3[CH:9]=[CH:8][CH:7]=[CH:6][C:5]=3[N:4]=[CH:3][C:2]=2[N:1]=1)[CH2:22][CH3:23]. (7) Given the reactants [CH3:1][C:2]1[CH:7]=[C:6]([NH:8][C:9]([C:11]2[C:16]([NH:17][C:18]3[CH:19]=N[CH:21]=[CH:22][CH:23]=3)=[CH:15][CH:14]=[C:13]([CH3:24])[N:12]=2)=[O:10])[CH:5]=[CH:4][N:3]=1.BrC1C=CC=[C:28]([F:32])C=1, predict the reaction product. The product is: [CH3:1][C:2]1[CH:7]=[C:6]([NH:8][C:9]([C:11]2[C:16]([NH:17][C:18]3[CH:23]=[CH:22][CH:21]=[C:28]([F:32])[CH:19]=3)=[CH:15][CH:14]=[C:13]([CH3:24])[N:12]=2)=[O:10])[CH:5]=[CH:4][N:3]=1. (8) The product is: [O:30]=[S:29]1(=[O:31])[C:24]2[CH:25]=[CH:26][CH:27]=[CH:28][C:23]=2[NH:22][C:4]([C:6]2[C:7](=[O:21])[N:8]([CH2:16][CH2:17][CH:18]([CH3:19])[CH3:20])[C:9]3[N:10]([CH:13]=[CH:14][N:15]=3)[C:11]=2[OH:12])=[N:32]1. Given the reactants C(O[C:4]([CH:6]1[C:11](=[O:12])[N:10]2[CH:13]=[CH:14][N:15]=[C:9]2[N:8]([CH2:16][CH2:17][CH:18]([CH3:20])[CH3:19])[C:7]1=[O:21])=O)C.[NH2:22][C:23]1[CH:28]=[CH:27][CH:26]=[CH:25][C:24]=1[S:29]([NH2:32])(=[O:31])=[O:30].C1CCN2C(=NCCC2)CC1, predict the reaction product. (9) Given the reactants [CH3:1][N:2](C)[CH2:3][CH2:4][CH2:5][N:6]1[C:15]2[C:10](=[CH:11][C:12]([N+:16]([O-:18])=[O:17])=[CH:13][CH:14]=2)[CH2:9][CH2:8][CH2:7]1.[C:20](Cl)(=[O:28])[O:21][C:22]1[CH:27]=[CH:26][CH:25]=[CH:24][CH:23]=1, predict the reaction product. The product is: [CH3:1][N:2]([CH2:3][CH2:4][CH2:5][N:6]1[C:15]2[C:10](=[CH:11][C:12]([N+:16]([O-:18])=[O:17])=[CH:13][CH:14]=2)[CH2:9][CH2:8][CH2:7]1)[C:20](=[O:28])[O:21][C:22]1[CH:27]=[CH:26][CH:25]=[CH:24][CH:23]=1. (10) Given the reactants [CH2:1]([O:8][C:9]1[CH:18]=[C:17]2[C:12]([CH2:13][CH2:14][CH2:15][CH:16]2[C:19](O)=[O:20])=[CH:11][CH:10]=1)[C:2]1[CH:7]=[CH:6][CH:5]=[CH:4][CH:3]=1.[CH2:22]([N:24]1[CH:28]=[C:27]([CH2:29][NH:30][C:31]2[CH:36]=[CH:35][C:34]([CH:37]([CH3:39])[CH3:38])=[CH:33][CH:32]=2)[CH:26]=[N:25]1)[CH3:23], predict the reaction product. The product is: [CH2:1]([O:8][C:9]1[CH:18]=[C:17]2[C:12]([CH2:13][CH2:14][CH2:15][CH:16]2[C:19]([N:30]([CH2:29][C:27]2[CH:26]=[N:25][N:24]([CH2:22][CH3:23])[CH:28]=2)[C:31]2[CH:32]=[CH:33][C:34]([CH:37]([CH3:38])[CH3:39])=[CH:35][CH:36]=2)=[O:20])=[CH:11][CH:10]=1)[C:2]1[CH:3]=[CH:4][CH:5]=[CH:6][CH:7]=1.